From a dataset of Forward reaction prediction with 1.9M reactions from USPTO patents (1976-2016). Predict the product of the given reaction. (1) Given the reactants [CH2:1]([C:8]1[N:12]([CH:13]([CH:23]2[CH2:28][CH2:27][CH2:26][CH2:25][CH2:24]2)[C:14]([NH:16][CH:17]2C[CH2:21][CH2:20][CH2:19][CH2:18]2)=[O:15])[C:11]2[CH:29]=[C:30]([Cl:34])[C:31]([F:33])=[CH:32][C:10]=2[N:9]=1)[C:2]1[CH:7]=[CH:6][CH:5]=[CH:4][CH:3]=1.C1([CH:41]=[O:42])CCCCC1.[CH3:43][O:44]C1C=CC(C=O)=CC=1.ClC1C=C(CC(O)=O)C=CC=1.C1(C(OC)C(O)=O)CCCCC1.C1([N+]#[C-])CCCCC1.C1([N+]#[C-])CCCC1, predict the reaction product. The product is: [Cl:34][C:30]1[C:31]([F:33])=[CH:32][C:10]2[N:9]=[C:8]([CH:1]([CH:2]3[CH2:7][CH2:6][CH2:5][CH2:4][CH2:3]3)[O:44][CH3:43])[N:12]([CH:13]([C:23]3[CH:24]=[CH:25][C:26]([O:42][CH3:41])=[CH:27][CH:28]=3)[C:14]([NH:16][CH:17]3[CH2:18][CH2:19][CH2:20][CH2:21]3)=[O:15])[C:11]=2[CH:29]=1. (2) Given the reactants Cl[C:2]1[CH:7]=[C:6]([CH2:8][CH3:9])[N:5]=[C:4]([C:10]2[CH:15]=[CH:14][CH:13]=[C:12]([Cl:16])[CH:11]=2)[N:3]=1.[Cl:17][C:18]1[CH:19]=[N:20][N:21]([CH2:23][C:24]2[CH:29]=[CH:28][C:27]([CH2:30]B3OC(C)(C)C(C)(C)O3)=[CH:26][CH:25]=2)[CH:22]=1.C([O-])([O-])=O.[Na+].[Na+], predict the reaction product. The product is: [Cl:17][C:18]1[CH:19]=[N:20][N:21]([CH2:23][C:24]2[CH:29]=[CH:28][C:27]([CH2:30][C:2]3[CH:7]=[C:6]([CH2:8][CH3:9])[N:5]=[C:4]([C:10]4[CH:15]=[CH:14][CH:13]=[C:12]([Cl:16])[CH:11]=4)[N:3]=3)=[CH:26][CH:25]=2)[CH:22]=1. (3) Given the reactants [C:1]([C:5]1[CH:10]=[CH:9][C:8]([OH:11])=[C:7](I)[CH:6]=1)([CH3:4])([CH3:3])[CH3:2].[CH3:13][O:14][C:15]1[CH:20]=[CH:19][C:18]([C:21]#[CH:22])=[CH:17][CH:16]=1.O, predict the reaction product. The product is: [C:1]([C:5]1[CH:10]=[CH:9][C:8]2[O:11][C:21]([C:18]3[CH:19]=[CH:20][C:15]([O:14][CH3:13])=[CH:16][CH:17]=3)=[CH:22][C:7]=2[CH:6]=1)([CH3:4])([CH3:3])[CH3:2]. (4) Given the reactants [Cl:1][C:2]1[CH:7]=[CH:6][C:5]([CH2:8][C:9]([O:11][CH3:12])=[O:10])=[CH:4][CH:3]=1.C([Li])CCC.[O:18]=[C:19]1[CH2:24][CH2:23][N:22]([C:25]([O:27][C:28]([CH3:31])([CH3:30])[CH3:29])=[O:26])[CH2:21][CH2:20]1, predict the reaction product. The product is: [Cl:1][C:2]1[CH:3]=[CH:4][C:5]([CH:8]([C:19]2([OH:18])[CH2:20][CH2:21][N:22]([C:25]([O:27][C:28]([CH3:30])([CH3:29])[CH3:31])=[O:26])[CH2:23][CH2:24]2)[C:9]([O:11][CH3:12])=[O:10])=[CH:6][CH:7]=1. (5) The product is: [CH3:1][O:2][C@H:3]1[CH2:8][CH2:7][NH:6][CH2:5][C@@H:4]1[CH3:19]. Given the reactants [CH3:1][O:2][C@H:3]1[CH2:8][CH2:7][N:6](C(OCC2C=CC=CC=2)=O)[CH2:5][C@@H:4]1[CH3:19].[H][H], predict the reaction product. (6) Given the reactants [CH:1](/[C@@H:5]1[C@@H:7]([C:8]([OH:10])=[O:9])[C:6]1([CH3:12])[CH3:11])=[CH:2]\[CH:3]=[CH2:4].CN1C=CN=C1.S(Cl)(C1C=CC(C)=CC=1)(=O)=O.[F:30][C:31]1[C:38]([F:39])=[CH:37][C:36]([F:40])=[C:35]([F:41])[C:32]=1[CH2:33]O, predict the reaction product. The product is: [CH:1](/[C@@H:5]1[C@@H:7]([C:8]([O:10][CH2:33][C:32]2[C:35]([F:41])=[C:36]([F:40])[CH:37]=[C:38]([F:39])[C:31]=2[F:30])=[O:9])[C:6]1([CH3:12])[CH3:11])=[CH:2]\[CH:3]=[CH2:4].